This data is from NCI-60 drug combinations with 297,098 pairs across 59 cell lines. The task is: Regression. Given two drug SMILES strings and cell line genomic features, predict the synergy score measuring deviation from expected non-interaction effect. (1) Cell line: PC-3. Synergy scores: CSS=32.4, Synergy_ZIP=-4.58, Synergy_Bliss=-8.17, Synergy_Loewe=-6.83, Synergy_HSA=-5.15. Drug 1: C1=CC(=CC=C1CCC2=CNC3=C2C(=O)NC(=N3)N)C(=O)NC(CCC(=O)O)C(=O)O. Drug 2: C1CN1P(=S)(N2CC2)N3CC3. (2) Drug 1: C#CCC(CC1=CN=C2C(=N1)C(=NC(=N2)N)N)C3=CC=C(C=C3)C(=O)NC(CCC(=O)O)C(=O)O. Drug 2: CC1=C(C(=O)C2=C(C1=O)N3CC4C(C3(C2COC(=O)N)OC)N4)N. Cell line: SNB-75. Synergy scores: CSS=17.4, Synergy_ZIP=-4.02, Synergy_Bliss=1.49, Synergy_Loewe=-1.32, Synergy_HSA=-1.44. (3) Drug 1: C1=CN(C=N1)CC(O)(P(=O)(O)O)P(=O)(O)O. Drug 2: C1CC(=O)NC(=O)C1N2C(=O)C3=CC=CC=C3C2=O. Cell line: NCI-H226. Synergy scores: CSS=-8.48, Synergy_ZIP=3.78, Synergy_Bliss=0.702, Synergy_Loewe=-4.61, Synergy_HSA=-5.07. (4) Drug 1: CCCCCOC(=O)NC1=NC(=O)N(C=C1F)C2C(C(C(O2)C)O)O. Drug 2: CC(C)NC(=O)C1=CC=C(C=C1)CNNC.Cl. Cell line: SR. Synergy scores: CSS=-2.20, Synergy_ZIP=0.676, Synergy_Bliss=2.25, Synergy_Loewe=-3.89, Synergy_HSA=-3.59. (5) Drug 1: COC1=NC(=NC2=C1N=CN2C3C(C(C(O3)CO)O)O)N. Drug 2: C1=CN(C=N1)CC(O)(P(=O)(O)O)P(=O)(O)O. Cell line: IGROV1. Synergy scores: CSS=-4.85, Synergy_ZIP=1.38, Synergy_Bliss=-2.60, Synergy_Loewe=-7.72, Synergy_HSA=-6.25. (6) Drug 1: CCN(CC)CCNC(=O)C1=C(NC(=C1C)C=C2C3=C(C=CC(=C3)F)NC2=O)C. Drug 2: C1CNP(=O)(OC1)N(CCCl)CCCl. Cell line: 786-0. Synergy scores: CSS=6.25, Synergy_ZIP=-2.87, Synergy_Bliss=-2.75, Synergy_Loewe=2.64, Synergy_HSA=-1.82. (7) Drug 1: CCCS(=O)(=O)NC1=C(C(=C(C=C1)F)C(=O)C2=CNC3=C2C=C(C=N3)C4=CC=C(C=C4)Cl)F. Drug 2: C1C(C(OC1N2C=NC3=C2NC=NCC3O)CO)O. Cell line: T-47D. Synergy scores: CSS=5.18, Synergy_ZIP=-0.422, Synergy_Bliss=1.93, Synergy_Loewe=-0.601, Synergy_HSA=0.537.